From a dataset of Full USPTO retrosynthesis dataset with 1.9M reactions from patents (1976-2016). Predict the reactants needed to synthesize the given product. Given the product [F:18][C:17]([F:20])([F:19])[CH2:16][CH2:15][CH2:14][O:1][C:2]1[CH:3]=[CH:4][C:5]([C:6]([O:8][CH2:9][CH3:10])=[O:7])=[CH:11][CH:12]=1, predict the reactants needed to synthesize it. The reactants are: [OH:1][C:2]1[CH:12]=[CH:11][C:5]([C:6]([O:8][CH2:9][CH3:10])=[O:7])=[CH:4][CH:3]=1.I[CH2:14][CH2:15][CH2:16][C:17]([F:20])([F:19])[F:18].C([O-])([O-])=O.[K+].[K+].